Predict the reaction yield, written as a fraction of the theoretical maximum amount of product (1.0 means a 100% yield; for example, 0.34 means a 34% yield). From a dataset of Reaction yield outcomes from USPTO patents with 853,638 reactions. (1) The reactants are [OH:1][C:2]1[CH:11]=[CH:10][C:5]([C:6]([NH:8][NH2:9])=[O:7])=[CH:4][CH:3]=1.[Cl:12][C:13]1[CH:18]=[CH:17][C:16]([C:19]([F:22])([F:21])[F:20])=[CH:15][C:14]=1[N:23]=[C:24]=S. The catalyst is CO.O=[Hg]. The product is [Cl:12][C:13]1[CH:18]=[CH:17][C:16]([C:19]([F:22])([F:21])[F:20])=[CH:15][C:14]=1[NH:23][C:24]1[O:7][C:6]([C:5]2[CH:10]=[CH:11][C:2]([OH:1])=[CH:3][CH:4]=2)=[N:8][N:9]=1. The yield is 0.881. (2) The reactants are [Br:1][C:2]1[C:3]([CH3:20])=[C:4]([NH:8][C:9](=[O:19])[C:10]2[CH:15]=[C:14]([F:16])[CH:13]=[CH:12][C:11]=2[CH2:17]Br)[CH:5]=[CH:6][CH:7]=1.CC(C)([O-])C.[Na+]. The catalyst is C1COCC1.O. The product is [Br:1][C:2]1[C:3]([CH3:20])=[C:4]([N:8]2[CH2:17][C:11]3[C:10](=[CH:15][C:14]([F:16])=[CH:13][CH:12]=3)[C:9]2=[O:19])[CH:5]=[CH:6][CH:7]=1. The yield is 0.580. (3) The reactants are [CH2:1]([C@@H:5]1[NH:10][CH2:9][C@H:8]([CH2:11][CH2:12][CH3:13])[NH:7][C:6]1=[O:14])[CH:2]([CH3:4])[CH3:3].[F:15][C:16]1[CH:21]=[CH:20][C:19]([C@@H:22]2[CH2:24][C@H:23]2[C:25](O)=[O:26])=[CH:18][CH:17]=1.C([C@@H]1N(C(=O)/C=C/C2C=CC=CC=2)C[C@H](CC(C)C)NC1=O)C(C)C. No catalyst specified. The product is [F:15][C:16]1[CH:17]=[CH:18][C:19]([C@@H:22]2[CH2:24][C@H:23]2[C:25]([N:10]2[CH2:9][C@H:8]([CH2:11][CH2:12][CH3:13])[NH:7][C:6](=[O:14])[C@@H:5]2[CH2:1][CH:2]([CH3:4])[CH3:3])=[O:26])=[CH:20][CH:21]=1. The yield is 0.825. (4) The reactants are [CH2:1]([O:8][C:9]([CH3:21])([CH3:20])[C:10]([O:12]CC1C=CC=CC=1)=[O:11])[C:2]1[CH:7]=[CH:6][CH:5]=[CH:4][CH:3]=1.Cl. The catalyst is C1COCC1.CO.[OH-].[Na+]. The product is [CH2:1]([CH2:21][C:9]([O:8][CH2:1][C:2]1[CH:3]=[CH:4][CH:5]=[CH:6][CH:7]=1)([CH3:20])[C:10]([OH:12])=[O:11])[C:2]1[CH:7]=[CH:6][CH:5]=[CH:4][CH:3]=1. The yield is 0.990. (5) The catalyst is O.Br. The product is [Br:12][C:7]1[CH:8]=[C:2]([F:1])[CH:3]=[C:4]([N+:9]([O-:11])=[O:10])[C:5]=1[NH2:6]. The reactants are [F:1][C:2]1[CH:8]=[CH:7][C:5]([NH2:6])=[C:4]([N+:9]([O-:11])=[O:10])[CH:3]=1.[Br:12]Br. The yield is 0.940. (6) The reactants are [OH:1][C:2]1[C:3]([C:8]([OH:10])=[O:9])=[N:4][CH:5]=[CH:6][CH:7]=1.S(=O)(=O)(O)O.[CH2:16](O)[CH3:17]. The catalyst is C1(C)C=CC=CC=1. The product is [OH:1][C:2]1[C:3]([C:8]([O:10][CH2:16][CH3:17])=[O:9])=[N:4][CH:5]=[CH:6][CH:7]=1. The yield is 0.530. (7) The reactants are [H-].[Na+].[CH3:3][NH:4][C:5]([N:7]1[C:15]2[C:10](=[CH:11][C:12]([OH:16])=[CH:13][CH:14]=2)[CH2:9][CH2:8]1)=[O:6].[NH2:17][C:18]1[CH:23]=[C:22](Cl)[CH:21]=[CH:20][N:19]=1. The catalyst is CS(C)=O. The product is [CH3:3][NH:4][C:5]([N:7]1[C:15]2[C:10](=[CH:11][C:12]([O:16][C:22]3[CH:21]=[CH:20][N:19]=[C:18]([NH2:17])[CH:23]=3)=[CH:13][CH:14]=2)[CH2:9][CH2:8]1)=[O:6]. The yield is 0.0460. (8) The reactants are Br[C:2]1[N:7]=[N:6][C:5]([C:8]2[CH:17]=[CH:16][C:15]3[C:10](=[CH:11][CH:12]=[CH:13][CH:14]=3)[CH:9]=2)=[C:4]([C:18]2[CH:23]=[CH:22][N:21]=[CH:20][CH:19]=2)[CH:3]=1.[CH:24]1(B(O)O)[CH2:26][CH2:25]1.C(Cl)Cl.C(=O)([O-])[O-].[K+].[K+]. The catalyst is C1C=CC(P(C2C=CC=CC=2)[C-]2C=CC=C2)=CC=1.C1C=CC(P(C2C=CC=CC=2)[C-]2C=CC=C2)=CC=1.Cl[Pd]Cl.[Fe+2].[Ag]=O.O1CCOCC1. The product is [CH:24]1([C:2]2[N:7]=[N:6][C:5]([C:8]3[CH:17]=[CH:16][C:15]4[C:10](=[CH:11][CH:12]=[CH:13][CH:14]=4)[CH:9]=3)=[C:4]([C:18]3[CH:23]=[CH:22][N:21]=[CH:20][CH:19]=3)[CH:3]=2)[CH2:26][CH2:25]1. The yield is 0.450. (9) The reactants are O[CH2:2][C:3]1[CH:12]=[N:11][C:10]2[N:9]3[CH2:13][CH2:14][CH2:15][CH2:16][C@H:8]3[C:7](=[O:17])[NH:6][C:5]=2[CH:4]=1.[I-].C(C[P+](C)(C)C)#N.C(N(C(C)C)C(C)C)C.[N:35]1([C:41]2[CH:51]=[CH:50][C:44]([C:45]([O:47][CH2:48][CH3:49])=[O:46])=[CH:43][N:42]=2)[CH2:40][CH2:39][NH:38][CH2:37][CH2:36]1. The yield is 0.890. The catalyst is C(#N)CC.CCO.O. The product is [O:17]=[C:7]1[NH:6][C:5]2[CH:4]=[C:3]([CH2:2][N:38]3[CH2:39][CH2:40][N:35]([C:41]4[CH:51]=[CH:50][C:44]([C:45]([O:47][CH2:48][CH3:49])=[O:46])=[CH:43][N:42]=4)[CH2:36][CH2:37]3)[CH:12]=[N:11][C:10]=2[N:9]2[CH2:13][CH2:14][CH2:15][CH2:16][C@@H:8]12.